From a dataset of Full USPTO retrosynthesis dataset with 1.9M reactions from patents (1976-2016). Predict the reactants needed to synthesize the given product. (1) Given the product [Cl:1][C:2]1[N:7]=[CH:6][C:5]([C@H:8]([NH:13][C@H:14]([C:15]([OH:24])=[O:16])[CH2:17][CH:18]([CH3:20])[CH3:19])[C:9]([F:11])([F:12])[F:10])=[CH:4][CH:3]=1, predict the reactants needed to synthesize it. The reactants are: [Cl:1][C:2]1[N:7]=[CH:6][C:5]([C@H:8]([NH:13][C@@H:14]([CH2:17][CH:18]([CH3:20])[CH3:19])[CH2:15][OH:16])[C:9]([F:12])([F:11])[F:10])=[CH:4][CH:3]=1.C1C[O:24]CC1. (2) Given the product [O:14]=[C:5]1[CH:6]=[CH:7][C:17]2[C:16](=[CH:21][CH:20]=[C:19]([CH2:22][C:23]([O:25][CH3:26])=[O:24])[CH:18]=2)[NH:15]1, predict the reactants needed to synthesize it. The reactants are: [Al+3].[Cl-].[Cl-].[Cl-].[C:5]([NH:15][C:16]1[CH:21]=[CH:20][C:19]([CH2:22][C:23]([O:25][CH3:26])=[O:24])=[CH:18][CH:17]=1)(=[O:14])/[CH:6]=[CH:7]/C1C=CC=CC=1. (3) Given the product [CH2:17]([O:2][C:1]1[CH:3]=[C:4]([OH:5])[CH:6]=[CH:7][CH:8]=1)[CH:18]([CH3:20])[CH3:19], predict the reactants needed to synthesize it. The reactants are: [C:1]1([CH:8]=[CH:7][CH:6]=[C:4]([OH:5])[CH:3]=1)[OH:2].CN(C=O)C.[H-].[Na+].Br[CH2:17][CH:18]([CH3:20])[CH3:19]. (4) Given the product [NH2:14][C@H:15]([C:18]1[CH:23]=[CH:22][C:21]([F:4])=[C:20]([N:24]2[CH2:29][CH2:28][O:27][CH2:26][CH2:25]2)[CH:19]=1)[CH2:16][OH:17], predict the reactants needed to synthesize it. The reactants are: C(O)(C(F)(F)[F:4])=O.C(OC(=O)[NH:14][C@H:15]([C:18]1[CH:23]=[CH:22][CH:21]=[C:20]([N:24]2[CH2:29][CH2:28][O:27][CH2:26][CH2:25]2)[C:19]=1F)[CH2:16][OH:17])(C)(C)C. (5) Given the product [N:21]1([CH2:27][CH2:28][NH:29][C:30]([C:32]2[NH:33][C:34]([CH:38]=[C:18]3[C:11]4[C:10]([NH:9][C:4]5[CH:5]=[CH:6][C:7]([F:8])=[C:2]([Cl:1])[CH:3]=5)=[N:15][CH:14]=[N:13][C:12]=4[N:16]([CH3:20])[C:17]3=[O:19])=[C:35]([CH3:37])[CH:36]=2)=[O:31])[CH2:22][CH2:23][O:24][CH2:25][CH2:26]1, predict the reactants needed to synthesize it. The reactants are: [Cl:1][C:2]1[CH:3]=[C:4]([NH:9][C:10]2[C:11]3[CH2:18][C:17](=[O:19])[N:16]([CH3:20])[C:12]=3[N:13]=[CH:14][N:15]=2)[CH:5]=[CH:6][C:7]=1[F:8].[N:21]1([CH2:27][CH2:28][NH:29][C:30]([C:32]2[NH:33][C:34]([CH:38]=O)=[C:35]([CH3:37])[CH:36]=2)=[O:31])[CH2:26][CH2:25][O:24][CH2:23][CH2:22]1. (6) Given the product [Cl:36][C:37]1[CH:42]=[CH:41][C:40]([CH2:43][CH2:44][NH:45][C:2]([NH:35][C:31]2[CH:32]=[CH:33][CH:34]=[C:29]([C:27]3[CH:26]=[CH:25][N:24]=[C:23]([CH3:22])[N:28]=3)[CH:30]=2)=[O:4])=[CH:39][CH:38]=1, predict the reactants needed to synthesize it. The reactants are: Cl[C:2](Cl)([O:4]C(=O)OC(Cl)(Cl)Cl)Cl.CCN(C(C)C)C(C)C.[CH3:22][C:23]1[N:28]=[C:27]([C:29]2[CH:30]=[C:31]([NH2:35])[CH:32]=[CH:33][CH:34]=2)[CH:26]=[CH:25][N:24]=1.[Cl:36][C:37]1[CH:42]=[CH:41][C:40]([CH2:43][CH2:44][NH2:45])=[CH:39][CH:38]=1. (7) Given the product [C:18]([O:17][C:15]([N:12]1[C@@H:13]([CH3:14])[C@@H:9]([O:8][Si:1]([C:4]([CH3:7])([CH3:6])[CH3:5])([CH3:3])[CH3:2])[CH2:10][C@H:11]1[C:22]([OH:24])=[O:23])=[O:16])([CH3:19])([CH3:20])[CH3:21], predict the reactants needed to synthesize it. The reactants are: [Si:1]([O:8][C@@H:9]1[C@H:13]([CH3:14])[N:12]([C:15]([O:17][C:18]([CH3:21])([CH3:20])[CH3:19])=[O:16])[C@H:11]([C:22]([O:24]C)=[O:23])[CH2:10]1)([C:4]([CH3:7])([CH3:6])[CH3:5])([CH3:3])[CH3:2].[Li+].[OH-].C(O)(=O)C.